Task: Predict the product of the given reaction.. Dataset: Forward reaction prediction with 1.9M reactions from USPTO patents (1976-2016) Given the reactants [C:1]([Si:5]([CH3:22])([CH3:21])[O:6][C@@H:7]1[C:15]2[C:10](=[C:11]([C:16]3([OH:20])[CH2:19][CH2:18][CH2:17]3)[CH:12]=[CH:13][CH:14]=2)[CH2:9][CH2:8]1)([CH3:4])([CH3:3])[CH3:2].[CH2:23]1CCCCC1.C(OCC)(=O)C, predict the reaction product. The product is: [C:1]([Si:5]([O:6][C@@H:7]1[C:15]2[C:10](=[C:11]([C:16]3([O:20][CH3:23])[CH2:19][CH2:18][CH2:17]3)[CH:12]=[CH:13][CH:14]=2)[CH2:9][CH2:8]1)([CH3:22])[CH3:21])([CH3:4])([CH3:3])[CH3:2].